Dataset: Forward reaction prediction with 1.9M reactions from USPTO patents (1976-2016). Task: Predict the product of the given reaction. (1) Given the reactants [I:1][C:2]1[C:6]2=[N:7][C:8]([O:11][CH3:12])=[CH:9][CH:10]=[C:5]2[NH:4][CH:3]=1.[C:13]([O:17][C:18](O[C:18]([O:17][C:13]([CH3:16])([CH3:15])[CH3:14])=[O:19])=[O:19])([CH3:16])([CH3:15])[CH3:14], predict the reaction product. The product is: [I:1][C:2]1[C:6]2=[N:7][C:8]([O:11][CH3:12])=[CH:9][CH:10]=[C:5]2[N:4]([C:18]([O:17][C:13]([CH3:16])([CH3:15])[CH3:14])=[O:19])[CH:3]=1. (2) Given the reactants [C:1]1([O:7][C:8]2[CH:16]=[CH:15][C:11]([C:12](O)=[O:13])=[C:10]([C:17]([F:20])([F:19])[F:18])[CH:9]=2)[CH:6]=[CH:5][CH:4]=[CH:3][CH:2]=1.CO, predict the reaction product. The product is: [C:1]1([O:7][C:8]2[CH:16]=[CH:15][C:11]([CH2:12][OH:13])=[C:10]([C:17]([F:18])([F:19])[F:20])[CH:9]=2)[CH:2]=[CH:3][CH:4]=[CH:5][CH:6]=1. (3) Given the reactants CO[C:3]1[CH:11]=[CH:10][CH:9]=[C:8]2[C:4]=1[C:5]([CH3:14])([CH3:13])[C:6](=[O:12])[NH:7]2.[Cl:15]C1C=CC=C2C=1NC=C2, predict the reaction product. The product is: [Cl:15][C:9]1[CH:10]=[CH:11][CH:3]=[C:4]2[C:8]=1[NH:7][C:6](=[O:12])[C:5]2([CH3:14])[CH3:13]. (4) Given the reactants [CH3:1][C:2]1[C:3]([CH2:15][O:16][C:17]2[CH:22]=[CH:21][C:20]([C:23]3[C:27]([CH3:28])=[C:26]([C:29]([O:31]CC)=[O:30])[N:25]([CH3:34])[N:24]=3)=[CH:19][C:18]=2[CH3:35])=[C:4]([N:8]2[C:12](=[O:13])[N:11]([CH3:14])[N:10]=[N:9]2)[CH:5]=[CH:6][CH:7]=1.O1CCCC1.CO.[OH-].[Li+], predict the reaction product. The product is: [CH3:34][N:25]1[C:26]([C:29]([OH:31])=[O:30])=[C:27]([CH3:28])[C:23]([C:20]2[CH:21]=[CH:22][C:17]([O:16][CH2:15][C:3]3[C:4]([N:8]4[C:12](=[O:13])[N:11]([CH3:14])[N:10]=[N:9]4)=[CH:5][CH:6]=[CH:7][C:2]=3[CH3:1])=[C:18]([CH3:35])[CH:19]=2)=[N:24]1. (5) Given the reactants [C:1]([S@:5](/[N:7]=[C:8](/[CH:21]([CH3:23])[CH3:22])\[CH2:9][C@H:10]([C:12]1[S:13][CH:14]=[C:15]([C:17]([O:19][CH3:20])=[O:18])[N:16]=1)[OH:11])=[O:6])([CH3:4])([CH3:3])[CH3:2].[BH4-].[Na+], predict the reaction product. The product is: [CH3:3][C:1]([CH3:4])([S@@:5]([NH:7][C@@H:8]([CH:21]([CH3:22])[CH3:23])[CH2:9][C@H:10]([C:12]1[S:13][CH:14]=[C:15]([C:17]([O:19][CH3:20])=[O:18])[N:16]=1)[OH:11])=[O:6])[CH3:2]. (6) Given the reactants [C:1]([O:5][C:6]([NH:8][C:9]1[CH:14]=[CH:13][C:12]([S:15][C:16]2[CH:24]=[CH:23][C:19]([C:20]([OH:22])=O)=[CH:18][C:17]=2[NH:25][C:26]2[C:27]3[CH:35]=[CH:34][C:33]([CH:36]([CH3:38])[CH3:37])=[N:32][C:28]=3[N:29]=[CH:30][N:31]=2)=[CH:11][CH:10]=1)=[O:7])([CH3:4])([CH3:3])[CH3:2].[CH2:39]([NH:42][C@@H:43]([CH3:50])[C:44]1[CH:49]=[CH:48][CH:47]=[CH:46][CH:45]=1)[CH:40]=[CH2:41], predict the reaction product. The product is: [C:1]([O:5][C:6](=[O:7])[NH:8][C:9]1[CH:14]=[CH:13][C:12]([S:15][C:16]2[CH:24]=[CH:23][C:19]([C:20](=[O:22])[N:42]([CH2:39][CH:40]=[CH2:41])[C@H:43]([C:44]3[CH:49]=[CH:48][CH:47]=[CH:46][CH:45]=3)[CH3:50])=[CH:18][C:17]=2[NH:25][C:26]2[C:27]3[CH:35]=[CH:34][C:33]([CH:36]([CH3:38])[CH3:37])=[N:32][C:28]=3[N:29]=[CH:30][N:31]=2)=[CH:11][CH:10]=1)([CH3:3])([CH3:4])[CH3:2].